From a dataset of Forward reaction prediction with 1.9M reactions from USPTO patents (1976-2016). Predict the product of the given reaction. (1) Given the reactants [Cl:1][C:2]1[CH:7]=[CH:6][C:5]([C:8]2[CH:9]=[C:10]([NH2:20])[CH:11]=[N:12][C:13]=2[O:14][CH2:15][C:16]([F:19])([F:18])[F:17])=[CH:4][CH:3]=1.[CH3:21][N:22]1[CH:26]=[C:25]([C:27](O)=[O:28])[C:24]([CH3:30])=[N:23]1, predict the reaction product. The product is: [Cl:1][C:2]1[CH:3]=[CH:4][C:5]([C:8]2[CH:9]=[C:10]([NH:20][C:27]([C:25]3[C:24]([CH3:30])=[N:23][N:22]([CH3:21])[CH:26]=3)=[O:28])[CH:11]=[N:12][C:13]=2[O:14][CH2:15][C:16]([F:17])([F:18])[F:19])=[CH:6][CH:7]=1. (2) Given the reactants C([O-])([O-])=O.[Cs+].[Cs+].F[C:8]1[CH:13]=[C:12]([C:14]([F:17])([F:16])[F:15])[CH:11]=[CH:10][N:9]=1.[C:18]([O:26][CH2:27][CH3:28])(=[O:25])[CH2:19][C:20]([O:22][CH2:23][CH3:24])=[O:21], predict the reaction product. The product is: [F:15][C:14]([F:17])([F:16])[C:12]1[CH:11]=[CH:10][N:9]=[C:8]([CH:19]([C:20]([O:22][CH2:23][CH3:24])=[O:21])[C:18]([O:26][CH2:27][CH3:28])=[O:25])[CH:13]=1. (3) The product is: [NH2:13][C:14]1[N:19]=[C:18]([C:20]2[NH:24][C:23]([C:25]3[CH:30]=[C:29]([C:31]([F:33])([F:34])[F:32])[CH:28]=[CH:27][C:26]=3[Cl:35])=[C:22]([C:36]([NH2:37])=[O:2])[CH:21]=2)[CH:17]=[CH:16][N:15]=1. Given the reactants C(O)(C(F)(F)F)=[O:2].S(=O)(=O)(O)O.[NH2:13][C:14]1[N:19]=[C:18]([C:20]2[NH:24][C:23]([C:25]3[CH:30]=[C:29]([C:31]([F:34])([F:33])[F:32])[CH:28]=[CH:27][C:26]=3[Cl:35])=[C:22]([C:36]#[N:37])[CH:21]=2)[CH:17]=[CH:16][N:15]=1.N, predict the reaction product. (4) Given the reactants Cl[CH:2]([C:14]1[CH:19]=[CH:18][CH:17]=[CH:16][CH:15]=1)[C:3]([C:5]1[C:13]2[C:8](=[CH:9][CH:10]=[CH:11][CH:12]=2)[NH:7][CH:6]=1)=[O:4].[CH3:20][O:21][C:22]1[CH:28]=[CH:27][CH:26]=[CH:25][C:23]=1[NH2:24].CCN(C(C)C)C(C)C, predict the reaction product. The product is: [NH:7]1[C:8]2[C:13](=[CH:12][CH:11]=[CH:10][CH:9]=2)[C:5]([C:3](=[O:4])[CH:2]([NH:24][C:23]2[CH:25]=[CH:26][CH:27]=[CH:28][C:22]=2[O:21][CH3:20])[C:14]2[CH:19]=[CH:18][CH:17]=[CH:16][CH:15]=2)=[CH:6]1. (5) Given the reactants [F:1][CH:2]([F:20])[C:3]1[C:7]([C:8]([O:10]CC)=[O:9])=[CH:6][N:5]([C:13]2[N:18]=[CH:17][C:16]([F:19])=[CH:15][N:14]=2)[N:4]=1.I[Si](C)(C)C, predict the reaction product. The product is: [F:20][CH:2]([F:1])[C:3]1[C:7]([C:8]([OH:10])=[O:9])=[CH:6][N:5]([C:13]2[N:18]=[CH:17][C:16]([F:19])=[CH:15][N:14]=2)[N:4]=1.